From a dataset of Forward reaction prediction with 1.9M reactions from USPTO patents (1976-2016). Predict the product of the given reaction. Given the reactants [F:1][C:2]([F:41])([F:40])[C:3]1[CH:4]=[C:5]([C@H:13]([N:15]([CH3:39])[C:16]([N:18]2[CH2:23][CH2:22][C:21](=[N:24][S:25]([C:27]([CH3:30])([CH3:29])[CH3:28])=[O:26])[CH2:20][C@@H:19]2[C:31]2[CH:36]=[CH:35][C:34]([F:37])=[CH:33][C:32]=2[CH3:38])=[O:17])[CH3:14])[CH:6]=[C:7]([C:9]([F:12])([F:11])[F:10])[CH:8]=1.[CH2:42](Br)[CH:43]=[CH2:44].CCOC(C)=O, predict the reaction product. The product is: [F:41][C:2]([F:1])([F:40])[C:3]1[CH:4]=[C:5]([C@H:13]([N:15]([CH3:39])[C:16]([N:18]2[CH2:23][CH2:22][C@@:21]([NH:24][S:25]([C:27]([CH3:30])([CH3:29])[CH3:28])=[O:26])([CH2:44][CH:43]=[CH2:42])[CH2:20][C@@H:19]2[C:31]2[CH:36]=[CH:35][C:34]([F:37])=[CH:33][C:32]=2[CH3:38])=[O:17])[CH3:14])[CH:6]=[C:7]([C:9]([F:10])([F:11])[F:12])[CH:8]=1.